From a dataset of Forward reaction prediction with 1.9M reactions from USPTO patents (1976-2016). Predict the product of the given reaction. (1) Given the reactants [NH2:1][C:2]1[N:10]=[C:9]([O:11][CH2:12][CH2:13][CH2:14][CH3:15])[N:8]=[C:7]2[C:3]=1[N:4]=[C:5]([O:31]C)[N:6]2[CH2:16][CH2:17][N:18]1[CH2:23][CH2:22][N:21](C(OC(C)(C)C)=O)[CH2:20][CH2:19]1.[ClH:33], predict the reaction product. The product is: [ClH:33].[ClH:33].[NH2:1][C:2]1[N:10]=[C:9]([O:11][CH2:12][CH2:13][CH2:14][CH3:15])[N:8]=[C:7]2[C:3]=1[NH:4][C:5](=[O:31])[N:6]2[CH2:16][CH2:17][N:18]1[CH2:23][CH2:22][NH:21][CH2:20][CH2:19]1. (2) Given the reactants C1([O:7][C:8](=O)[N:9]([C:19]2[CH:24]=[C:23]([O:25][C:26]3[CH:31]=[CH:30][C:29]([NH:32][C:33]([C:35]4([C:38](=[O:47])[NH:39][C:40]5[CH:45]=[CH:44][C:43]([F:46])=[CH:42][CH:41]=5)[CH2:37][CH2:36]4)=[O:34])=[CH:28][C:27]=3[F:48])[CH:22]=[CH:21][N:20]=2)C(OC2C=CC=CC=2)=O)C=CC=CC=1.[NH:50]1[CH2:55][CH2:54][O:53][CH2:52][CH2:51]1, predict the reaction product. The product is: [F:48][C:27]1[CH:28]=[C:29]([NH:32][C:33]([C:35]2([C:38]([NH:39][C:40]3[CH:41]=[CH:42][C:43]([F:46])=[CH:44][CH:45]=3)=[O:47])[CH2:37][CH2:36]2)=[O:34])[CH:30]=[CH:31][C:26]=1[O:25][C:23]1[CH:22]=[CH:21][N:20]=[C:19]([NH:9][C:8]([N:50]2[CH2:55][CH2:54][O:53][CH2:52][CH2:51]2)=[O:7])[CH:24]=1. (3) The product is: [CH2:23]([O:22][C:20]([C:19]1[CH:25]=[C:26]([F:29])[CH:27]=[CH:28][C:18]=1[S:17][CH2:16][CH2:15][CH2:14][C:13]([OH:30])=[O:12])=[O:21])[CH3:24]. Given the reactants FC(F)(F)C(O)=O.C([O:12][C:13](=[O:30])[CH2:14][CH2:15][CH2:16][S:17][C:18]1[CH:28]=[CH:27][C:26]([F:29])=[CH:25][C:19]=1[C:20]([O:22][CH2:23][CH3:24])=[O:21])(C)(C)C, predict the reaction product. (4) Given the reactants [F:1][C:2]1[CH:3]=[C:4]2[C:8](=[CH:9][CH:10]=1)[NH:7][N:6]=[C:5]2[I:11].Cl[CH2:13][CH2:14][CH2:15][O:16][Si:17]([C:20]([CH3:23])([CH3:22])[CH3:21])([CH3:19])[CH3:18], predict the reaction product. The product is: [O:16]([CH2:15][CH2:14][CH2:13][N:7]1[C:8]2[C:4](=[CH:3][C:2]([F:1])=[CH:10][CH:9]=2)[C:5]([I:11])=[N:6]1)[Si:17]([C:20]([CH3:22])([CH3:21])[CH3:23])([CH3:18])[CH3:19]. (5) Given the reactants C([O-])(=O)C.C1O[C@@H]([O:11][C:12]2[CH:17]=[CH:16][C:15]([N+:18]([O-:20])=[O:19])=[CH:14][CH:13]=2)[C@H](O)[C@@H](O)[C@@H]1O, predict the reaction product. The product is: [CH:14]1[C:15]([N+:18]([O-:20])=[O:19])=[CH:16][CH:17]=[C:12]([OH:11])[CH:13]=1. (6) Given the reactants [O:1]1[C:5]2([CH2:10][CH2:9][C:8](=O)[CH2:7][CH2:6]2)[O:4][CH2:3][CH2:2]1.Cl.[NH2:13][OH:14].C(N(CC)CC)C, predict the reaction product. The product is: [O:1]1[C:5]2([CH2:10][CH2:9][C:8](=[N:13][OH:14])[CH2:7][CH2:6]2)[O:4][CH2:3][CH2:2]1.